This data is from Forward reaction prediction with 1.9M reactions from USPTO patents (1976-2016). The task is: Predict the product of the given reaction. (1) Given the reactants Cl[CH2:2][CH2:3][O:4][C:5]1[CH:10]=[CH:9][C:8]([CH2:11][O:12][C:13]2[C:22]3[C:17](=[CH:18][CH:19]=[CH:20][CH:21]=3)[C:16]([Cl:23])=[CH:15][CH:14]=2)=[CH:7][CH:6]=1.[CH3:24][C@H:25]1[CH2:30][CH2:29][CH2:28][C@@H:27]([CH3:31])[NH:26]1, predict the reaction product. The product is: [CH3:24][CH:25]1[CH2:30][CH2:29][CH2:28][CH:27]([CH3:31])[N:26]1[CH2:2][CH2:3][O:4][C:5]1[CH:10]=[CH:9][C:8]([CH2:11][O:12][C:13]2[C:22]3[C:17](=[CH:18][CH:19]=[CH:20][CH:21]=3)[C:16]([Cl:23])=[CH:15][CH:14]=2)=[CH:7][CH:6]=1. (2) Given the reactants C(O[C:9]1[CH:14]=[CH:13][C:12]([C:15]2[O:16][C:17]3[N:18]=[C:19]([C:24]#[C:25][C@@H:26]([NH:28][C:29](=[O:35])[O:30][C:31]([CH3:34])([CH3:33])[CH3:32])[CH3:27])[N:20]=[CH:21][C:22]=3[N:23]=2)=[CH:11][CH:10]=1)C1C=CC=CC=1.[N+](C1C=CC(S([O:48][CH2:49][C@H:50]2[CH2:52][C:51]2([F:54])[F:53])(=O)=O)=CC=1)([O-])=O, predict the reaction product. The product is: [F:54][C:51]1([F:53])[CH2:52][C@@H:50]1[CH2:49][O:48][C:9]1[CH:10]=[CH:11][C:12]([C:15]2[O:16][C:17]3[N:18]=[C:19]([CH2:24][CH2:25][C@@H:26]([NH:28][C:29](=[O:35])[O:30][C:31]([CH3:34])([CH3:33])[CH3:32])[CH3:27])[N:20]=[CH:21][C:22]=3[N:23]=2)=[CH:13][CH:14]=1. (3) Given the reactants [Br:1][C:2]1[CH:7]=[C:6]([CH2:8]Br)[CH:5]=[CH:4][C:3]=1[S:10]([CH3:13])(=[O:12])=[O:11].[NH4+:14].[OH-].Cl, predict the reaction product. The product is: [Br:1][C:2]1[CH:7]=[C:6]([CH:5]=[CH:4][C:3]=1[S:10]([CH3:13])(=[O:12])=[O:11])[CH2:8][NH2:14]. (4) Given the reactants [C:1]1([C:7]2[N:12]=[CH:11][C:10]([NH:13][C:14](=[O:19])[CH2:15][C:16]([OH:18])=O)=[CH:9][CH:8]=2)[CH:6]=[CH:5][CH:4]=[CH:3][CH:2]=1.CCN(C(C)C)C(C)C.[CH:29]1[CH:30]=[CH:31]C2N(O)N=[N:35][C:33]=2[CH:34]=1.CCN=C=NCCCN(C)C.Cl.Cl.[Br:52][C:53]1[CH:58]=[CH:57][CH:56]=[CH:55][C:54]=1[S:59]NC1CCNCC1, predict the reaction product. The product is: [Br:52][C:53]1[CH:58]=[CH:57][CH:56]=[CH:55][C:54]=1[S:59][CH:29]1[CH2:30][CH2:31][N:35]([C:16](=[O:18])[CH2:15][C:14]([NH:13][C:10]2[CH:11]=[N:12][C:7]([C:1]3[CH:2]=[CH:3][CH:4]=[CH:5][CH:6]=3)=[CH:8][CH:9]=2)=[O:19])[CH2:33][CH2:34]1. (5) Given the reactants [CH2:1]([C:3]1[CH:4]=[C:5]([CH3:32])[C:6]([N:9]2[CH2:14][CH2:13][N:12]([C:15]([C:17]3[CH:25]=[CH:24][C:23]([N:26]4[CH2:30][CH2:29][CH2:28][C:27]4=[O:31])=[CH:22][C:18]=3[C:19]([NH2:21])=[O:20])=[O:16])[CH2:11][CH2:10]2)=[N:7][CH:8]=1)[CH3:2].[C:33](O[C:33]([O:35][C:36]([CH3:39])([CH3:38])[CH3:37])=[O:34])([O:35][C:36]([CH3:39])([CH3:38])[CH3:37])=[O:34], predict the reaction product. The product is: [C:36]([O:35][C:33]([N:21]([C:33]([O:35][C:36]([CH3:39])([CH3:38])[CH3:37])=[O:34])[C:19](=[O:20])[C:18]1[CH:22]=[C:23]([N:26]2[CH2:30][CH2:29][CH2:28][C:27]2=[O:31])[CH:24]=[CH:25][C:17]=1[C:15]([N:12]1[CH2:11][CH2:10][N:9]([C:6]2[C:5]([CH3:32])=[CH:4][C:3]([CH2:1][CH3:2])=[CH:8][N:7]=2)[CH2:14][CH2:13]1)=[O:16])=[O:34])([CH3:39])([CH3:38])[CH3:37]. (6) Given the reactants C[O:2][C:3](=[O:25])[C:4]([C:7]1[N:8]=[C:9]([NH:21][CH:22]([CH3:24])[CH3:23])[C:10]2[N:11]([C:13](=[O:20])[N:14]([C:16]([CH3:19])([CH3:18])[CH3:17])[N:15]=2)[CH:12]=1)([CH3:6])[CH3:5], predict the reaction product. The product is: [C:16]([N:14]1[C:13](=[O:20])[N:11]2[CH:12]=[C:7]([C:4]([CH3:6])([CH3:5])[C:3]([OH:25])=[O:2])[N:8]=[C:9]([NH:21][CH:22]([CH3:23])[CH3:24])[C:10]2=[N:15]1)([CH3:18])([CH3:19])[CH3:17]. (7) The product is: [CH:17]([NH:24][C:25]([NH:1][CH2:2][CH2:3][CH2:4][S:5]([OH:8])(=[O:7])=[O:6])=[O:26])([C:18]1[CH:19]=[CH:20][CH:21]=[CH:22][CH:23]=1)[C:11]1[CH:16]=[CH:15][CH:14]=[CH:13][CH:12]=1. Given the reactants [NH2:1][CH2:2][CH2:3][CH2:4][S:5]([OH:8])(=[O:7])=[O:6].[OH-].[Na+].[C:11]1([CH:17]([N:24]=[C:25]=[O:26])[C:18]2[CH:23]=[CH:22][CH:21]=[CH:20][CH:19]=2)[CH:16]=[CH:15][CH:14]=[CH:13][CH:12]=1.Cl, predict the reaction product. (8) Given the reactants [OH-].[Na+].[F:3][C:4]1[CH:9]=[CH:8][C:7]([S:10]([NH:13][C:14]2[C:23]([C:24]([O:26][CH3:27])=[O:25])=[C:22]3[C:17]([C@H:18]4[CH2:28][C@H:19]4[CH2:20][O:21]3)=[CH:16][CH:15]=2)(=[O:12])=[O:11])=[C:6]([CH2:29][C:30]([O:32]C)=[O:31])[CH:5]=1, predict the reaction product. The product is: [F:3][C:4]1[CH:9]=[CH:8][C:7]([S:10](=[O:11])(=[O:12])[NH:13][C:14]2[CH:15]=[CH:16][C:17]3[C@H:18]4[CH2:28][C@H:19]4[CH2:20][O:21][C:22]=3[C:23]=2[C:24]([O:26][CH3:27])=[O:25])=[C:6]([CH2:29][C:30]([OH:32])=[O:31])[CH:5]=1.